From a dataset of Full USPTO retrosynthesis dataset with 1.9M reactions from patents (1976-2016). Predict the reactants needed to synthesize the given product. (1) Given the product [CH2:1]([O:8][C:9]([NH:11][CH2:12][CH2:13][C:14]1[CH:15]=[CH:16][C:17]([C:18]([O:20][C:23]([CH3:26])([CH3:25])[CH3:24])=[O:19])=[CH:21][CH:22]=1)=[O:10])[C:2]1[CH:3]=[CH:4][CH:5]=[CH:6][CH:7]=1, predict the reactants needed to synthesize it. The reactants are: [CH2:1]([O:8][C:9]([NH:11][CH2:12][CH2:13][C:14]1[CH:22]=[CH:21][C:17]([C:18]([OH:20])=[O:19])=[CH:16][CH:15]=1)=[O:10])[C:2]1[CH:7]=[CH:6][CH:5]=[CH:4][CH:3]=1.[C:23](OC(O[C:23]([CH3:26])([CH3:25])[CH3:24])N(C)C)([CH3:26])([CH3:25])[CH3:24]. (2) Given the product [NH2:11][C:3]1[CH:4]=[CH:5][C:6]([C:8]([OH:10])=[O:9])=[N:7][C:2]=1[CH3:1], predict the reactants needed to synthesize it. The reactants are: [CH3:1][C:2]1[N:7]=[C:6]([C:8]([OH:10])=[O:9])[CH:5]=[CH:4][C:3]=1[N+:11]([O-])=O. (3) The reactants are: [CH:1]1([CH2:4][O:5][C:6]2[N:11]=[C:10]([C:12]([OH:14])=O)[CH:9]=[CH:8][C:7]=2[N:15]2[CH2:18][C:17]([F:20])([F:19])[CH2:16]2)[CH2:3][CH2:2]1.[CH3:21][O:22][CH2:23][CH2:24][NH:25][C:26]([CH3:29])([CH3:28])[CH3:27].CN(C(ON1N=NC2C=CC=CC1=2)=[N+](C)C)C.[B-](F)(F)(F)F.CCN(C(C)C)C(C)C. Given the product [C:26]([N:25]([CH2:24][CH2:23][O:22][CH3:21])[C:12]([C:10]1[CH:9]=[CH:8][C:7]([N:15]2[CH2:18][C:17]([F:20])([F:19])[CH2:16]2)=[C:6]([O:5][CH2:4][CH:1]2[CH2:2][CH2:3]2)[N:11]=1)=[O:14])([CH3:29])([CH3:28])[CH3:27], predict the reactants needed to synthesize it. (4) The reactants are: [NH2:1][CH2:2][C:3]1[CH:8]=[CH:7][C:6]([N:9]2[CH:12]([C:13]3[CH:18]=[CH:17][C:16]([O:19][CH3:20])=[CH:15][CH:14]=3)[CH:11]([CH2:21][CH2:22][CH:23]([C:25]3[CH:30]=[CH:29][C:28]([F:31])=[CH:27][CH:26]=3)[OH:24])[C:10]2=[O:32])=[CH:5][CH:4]=1.[C:33]([OH:47])(=[O:46])[CH2:34][O:35][CH2:36][CH2:37][O:38][CH2:39][CH2:40][O:41][CH2:42][C:43](O)=[O:44].C(N=C=NC(C)C)(C)C.OC1C2N=NNC=2C=CC=1. Given the product [F:31][C:28]1[CH:27]=[CH:26][C:25]([CH:23]([OH:24])[CH2:22][CH2:21][CH:11]2[C:10](=[O:32])[N:9]([C:6]3[CH:7]=[CH:8][C:3]([CH2:2][NH:1][C:43]([CH2:42][O:41][CH2:40][CH2:39][O:38][CH2:37][CH2:36][O:35][CH2:34][C:33]([OH:47])=[O:46])=[O:44])=[CH:4][CH:5]=3)[CH:12]2[C:13]2[CH:18]=[CH:17][C:16]([O:19][CH3:20])=[CH:15][CH:14]=2)=[CH:30][CH:29]=1, predict the reactants needed to synthesize it. (5) Given the product [CH2:15]([O:14][C:12]([C:11]1[C:9](=[O:10])[C:8]2[CH:7]=[N:6][C:5]([S:22][CH3:23])=[N:4][C:3]=2[N:24]2[C:17]=1[S:20][C:21]1[CH:29]=[CH:28][CH:27]=[CH:26][C:25]2=1)=[O:13])[CH3:16], predict the reactants needed to synthesize it. The reactants are: CO[C:3]1[C:8]([C:9]([C:11](=[C:17]([S:20][CH3:21])SC)[C:12]([O:14][CH2:15][CH3:16])=[O:13])=[O:10])=[CH:7][N:6]=[C:5]([S:22][CH3:23])[N:4]=1.[NH2:24][C:25]1C=[CH:29][CH:28]=[CH:27][C:26]=1S.C([O-])([O-])=O.[K+].[K+].CCOC(C)=O.